Regression. Given two drug SMILES strings and cell line genomic features, predict the synergy score measuring deviation from expected non-interaction effect. From a dataset of NCI-60 drug combinations with 297,098 pairs across 59 cell lines. (1) Drug 1: C1=NC2=C(N=C(N=C2N1C3C(C(C(O3)CO)O)O)F)N. Drug 2: CCN(CC)CCCC(C)NC1=C2C=C(C=CC2=NC3=C1C=CC(=C3)Cl)OC. Cell line: UO-31. Synergy scores: CSS=3.72, Synergy_ZIP=-1.58, Synergy_Bliss=-0.120, Synergy_Loewe=-3.04, Synergy_HSA=-0.995. (2) Drug 1: C1=CC(=C2C(=C1NCCNCCO)C(=O)C3=C(C=CC(=C3C2=O)O)O)NCCNCCO. Drug 2: CS(=O)(=O)OCCCCOS(=O)(=O)C. Cell line: ACHN. Synergy scores: CSS=56.0, Synergy_ZIP=-4.87, Synergy_Bliss=-4.13, Synergy_Loewe=-2.26, Synergy_HSA=1.36. (3) Synergy scores: CSS=7.60, Synergy_ZIP=2.84, Synergy_Bliss=5.28, Synergy_Loewe=2.29, Synergy_HSA=1.48. Drug 1: CC1=C2C(C(=O)C3(C(CC4C(C3C(C(C2(C)C)(CC1OC(=O)C(C(C5=CC=CC=C5)NC(=O)C6=CC=CC=C6)O)O)OC(=O)C7=CC=CC=C7)(CO4)OC(=O)C)O)C)OC(=O)C. Drug 2: CCC1(CC2CC(C3=C(CCN(C2)C1)C4=CC=CC=C4N3)(C5=C(C=C6C(=C5)C78CCN9C7C(C=CC9)(C(C(C8N6C)(C(=O)OC)O)OC(=O)C)CC)OC)C(=O)OC)O.OS(=O)(=O)O. Cell line: K-562. (4) Drug 1: COC1=C(C=C2C(=C1)N=CN=C2NC3=CC(=C(C=C3)F)Cl)OCCCN4CCOCC4. Drug 2: CC1CCC2CC(C(=CC=CC=CC(CC(C(=O)C(C(C(=CC(C(=O)CC(OC(=O)C3CCCCN3C(=O)C(=O)C1(O2)O)C(C)CC4CCC(C(C4)OC)OCCO)C)C)O)OC)C)C)C)OC. Cell line: SF-268. Synergy scores: CSS=17.7, Synergy_ZIP=-7.04, Synergy_Bliss=-4.66, Synergy_Loewe=-1.41, Synergy_HSA=-0.215.